Dataset: Reaction yield outcomes from USPTO patents with 853,638 reactions. Task: Predict the reaction yield, written as a fraction of the theoretical maximum amount of product (1.0 means a 100% yield; for example, 0.34 means a 34% yield). (1) The yield is 0.940. The reactants are OS(O)(=O)=O.[C:6]1([CH:12]([CH2:17][C:18]([OH:20])=[O:19])[CH2:13][C:14]([OH:16])=[O:15])[CH:11]=[CH:10][CH:9]=[CH:8][CH:7]=1.[N+:21]([O-])([OH:23])=[O:22]. No catalyst specified. The product is [N+:21]([C:9]1[CH:8]=[CH:7][C:6]([CH:12]([CH2:17][C:18]([OH:20])=[O:19])[CH2:13][C:14]([OH:16])=[O:15])=[CH:11][CH:10]=1)([O-:23])=[O:22]. (2) The reactants are [CH2:1]([C:5]1[N:6]=[C:7]([CH3:27])[NH:8][C:9](=[O:26])[C:10]=1[CH2:11][C:12]1[CH:17]=[CH:16][C:15]([C:18]2[C:19]([C:24]#[N:25])=[CH:20][CH:21]=[CH:22][CH:23]=2)=[CH:14][CH:13]=1)[CH2:2][CH2:3][CH3:4].[H-].[Na+].CN(C)C=O.Br[CH2:36][CH2:37][OH:38]. The catalyst is C(OCC)(=O)C. The product is [CH2:1]([C:5]1[N:6]=[C:7]([CH3:27])[N:8]([CH2:36][CH2:37][OH:38])[C:9](=[O:26])[C:10]=1[CH2:11][C:12]1[CH:17]=[CH:16][C:15]([C:18]2[C:19]([C:24]#[N:25])=[CH:20][CH:21]=[CH:22][CH:23]=2)=[CH:14][CH:13]=1)[CH2:2][CH2:3][CH3:4]. The yield is 0.230. (3) The reactants are [CH:1]1([CH:4]([OH:38])[C:5]2[CH:10]=[CH:9][C:8]([C@H:11]3[CH2:28][C@@:26]4([CH3:27])[C@@H:22]([CH2:23][CH2:24][C@@:25]4([OH:36])[C:29]([F:35])([F:34])[C:30]([F:33])([F:32])[F:31])[C@H:21]4[C:12]3=[C:13]3[C:18]([CH2:19][CH2:20]4)=[CH:17][C:16](=[O:37])[CH2:15][CH2:14]3)=[CH:7][CH:6]=2)[CH2:3][CH2:2]1.C1C=C[NH+]=CC=1.[O-][Cr](Cl)(=O)=O. The catalyst is ClCCl. The product is [CH:1]1([C:4]([C:5]2[CH:6]=[CH:7][C:8]([C@H:11]3[CH2:28][C@@:26]4([CH3:27])[C@@H:22]([CH2:23][CH2:24][C@@:25]4([OH:36])[C:29]([F:34])([F:35])[C:30]([F:33])([F:32])[F:31])[C@H:21]4[C:12]3=[C:13]3[C:18]([CH2:19][CH2:20]4)=[CH:17][C:16](=[O:37])[CH2:15][CH2:14]3)=[CH:9][CH:10]=2)=[O:38])[CH2:3][CH2:2]1. The yield is 0.700. (4) The reactants are Cl[C:2]1[N:7]=[C:6]([NH:8][C:9]2[CH:13]=[C:12]([CH:14]3[CH2:16][CH2:15]3)[NH:11][N:10]=2)[C:5]([Cl:17])=[CH:4][N:3]=1.[F:18][C:19]1[C:20]([C@@H:26]([NH2:28])[CH3:27])=[N:21][CH:22]=[C:23]([F:25])[CH:24]=1.CCN(C(C)C)C(C)C. The catalyst is CCCCO. The product is [Cl:17][C:5]1[C:6]([NH:8][C:9]2[CH:13]=[C:12]([CH:14]3[CH2:16][CH2:15]3)[NH:11][N:10]=2)=[N:7][C:2]([NH:28][C@H:26]([C:20]2[C:19]([F:18])=[CH:24][C:23]([F:25])=[CH:22][N:21]=2)[CH3:27])=[N:3][CH:4]=1. The yield is 0.800. (5) The reactants are C1CO[C:8]23OCC[O:12][C:3]2([C@:4]2([CH2:27][CH2:26][C@H:25]4[C@@H:15]([C@H:16]([NH:28][CH:29]=[O:30])[CH2:17][CH:18]5[C@:23]4([CH3:24])[CH2:22]CC[CH2:19]5)[C@@H:6]2[CH2:7]3)[CH3:5])O1.C([C@@H]1C2[C@](C)(C[CH2:47][C:48](=[O:51])C2)[C@@H]2[C@H]([C@H]3[C@@](CC2)(C)C(=O)CC3)C1)#N. No catalyst specified. The product is [CH:29]([NH:28][C@@H:16]1[CH2:17][CH:18]2[C@:23]([CH3:24])([CH2:22][CH2:47][C:48](=[O:51])[CH2:19]2)[C@@H:25]2[C@@H:15]1[C@H:6]1[C@@:4]([CH2:27][CH2:26]2)([CH3:5])[C:3](=[O:12])[CH2:8][CH2:7]1)=[O:30]. The yield is 0.970. (6) The reactants are I[C:2]1[CH:3]=[N:4][N:5]2[C:10]([C:11]([F:14])([F:13])[F:12])=[CH:9][C:8]([C:15]3[CH:20]=[CH:19][CH:18]=[C:17]([C:21]([F:24])([F:23])[F:22])[CH:16]=3)=[N:7][C:6]=12.[CH3:25][Si:26]([C:29]#[CH:30])([CH3:28])[CH3:27].C(N(CC)CC)C. The catalyst is CN(C)C=O. The product is [F:12][C:11]([F:14])([F:13])[C:10]1[N:5]2[N:4]=[CH:3][C:2]([C:30]#[C:29][Si:26]([CH3:28])([CH3:27])[CH3:25])=[C:6]2[N:7]=[C:8]([C:15]2[CH:20]=[CH:19][CH:18]=[C:17]([C:21]([F:24])([F:23])[F:22])[CH:16]=2)[CH:9]=1. The yield is 1.02. (7) The reactants are [CH3:1][C:2]1[C:6]([N+:7]([O-:9])=[O:8])=[C:5]([CH3:10])[NH:4][N:3]=1.[H-].[Na+].I[CH3:14]. The catalyst is C1COCC1.O.C(OCC)(=O)C. The product is [CH3:14][N:3]1[C:2]([CH3:1])=[C:6]([N+:7]([O-:9])=[O:8])[C:5]([CH3:10])=[N:4]1. The yield is 0.950.